Dataset: Forward reaction prediction with 1.9M reactions from USPTO patents (1976-2016). Task: Predict the product of the given reaction. Given the reactants C([Cl:4])(=O)C.[OH:5][C@H:6]1[CH2:12][CH2:11][CH2:10][CH2:9][C@@H:8]([NH:13]C(=O)OC(C)(C)C)[CH2:7]1, predict the reaction product. The product is: [ClH:4].[NH2:13][C@@H:8]1[CH2:9][CH2:10][CH2:11][CH2:12][C@H:6]([OH:5])[CH2:7]1.